From a dataset of Catalyst prediction with 721,799 reactions and 888 catalyst types from USPTO. Predict which catalyst facilitates the given reaction. Reactant: Cl[C:2]1[C:3]2[N:4]([N:13]=[C:14]([CH3:16])[N:15]=2)[C:5]2[CH:11]=[C:10]([Cl:12])[CH:9]=[N:8][C:6]=2[N:7]=1.C(O)(C(F)(F)F)=O.[CH3:24][N:25]1[CH2:30][CH2:29][NH:28][CH2:27][CH2:26]1. Product: [Cl:12][C:10]1[CH:9]=[N:8][C:6]2[N:7]=[C:2]([N:28]3[CH2:29][CH2:30][N:25]([CH3:24])[CH2:26][CH2:27]3)[C:3]3[N:4]([N:13]=[C:14]([CH3:16])[N:15]=3)[C:5]=2[CH:11]=1. The catalyst class is: 3.